This data is from Catalyst prediction with 721,799 reactions and 888 catalyst types from USPTO. The task is: Predict which catalyst facilitates the given reaction. (1) Product: [O:17]1[CH2:22][CH2:21][N:20]([CH2:23][CH2:24][C:25]([NH:16][C:13]2[CH:14]=[CH:15][C:9]3[O:8][C:7]([C:1]4[CH:2]=[CH:3][CH:4]=[CH:5][CH:6]=4)=[N:11][C:10]=3[CH:12]=2)=[O:26])[CH2:19][CH2:18]1. The catalyst class is: 11. Reactant: [C:1]1([C:7]2[O:8][C:9]3[CH:15]=[CH:14][C:13]([NH2:16])=[CH:12][C:10]=3[N:11]=2)[CH:6]=[CH:5][CH:4]=[CH:3][CH:2]=1.[O:17]1[CH2:22][CH2:21][N:20]([CH2:23][CH2:24][C:25](OC)=[O:26])[CH2:19][CH2:18]1.C[Al](C)C.C(=O)(O)[O-].[Na+]. (2) Reactant: [CH2:1]([NH2:6])[CH2:2][CH2:3][CH2:4][CH3:5].[CH2:7]([O:9]/[C:10](=[CH:16]\[C:17]1[CH:22]=[CH:21][C:20]([C:23]2[CH:28]=[CH:27][CH:26]=[C:25]([N:29]([CH3:42])[C:30]([O:32]C3C=CC([N+]([O-])=O)=CC=3)=O)[N:24]=2)=[CH:19][CH:18]=1)/[C:11]([O:13][CH2:14][CH3:15])=[O:12])[CH3:8].O.C(OCC)(=O)C. Product: [CH2:7]([O:9]/[C:10](=[CH:16]\[C:17]1[CH:22]=[CH:21][C:20]([C:23]2[CH:28]=[CH:27][CH:26]=[C:25]([N:29]([CH3:42])[C:30]([NH:6][CH2:1][CH2:2][CH2:3][CH2:4][CH3:5])=[O:32])[N:24]=2)=[CH:19][CH:18]=1)/[C:11]([O:13][CH2:14][CH3:15])=[O:12])[CH3:8]. The catalyst class is: 9. (3) Reactant: [Cl:1][C:2]1[N:10]=[C:9]2[C:5]([N:6]=[CH:7][NH:8]2)=[C:4]([Cl:11])[N:3]=1.[CH:12]1(O)[CH2:16][CH2:15][CH2:14][CH2:13]1.C1(P(C2C=CC=CC=2)C2C=CC=CC=2)C=CC=CC=1.N(C(OC(C)C)=O)=NC(OC(C)C)=O. Product: [CH:12]1([N:8]2[CH:7]=[N:6][C:5]3[C:9]2=[N:10][C:2]([Cl:1])=[N:3][C:4]=3[Cl:11])[CH2:16][CH2:15][CH2:14][CH2:13]1. The catalyst class is: 7.